Predict the reactants needed to synthesize the given product. From a dataset of Full USPTO retrosynthesis dataset with 1.9M reactions from patents (1976-2016). (1) Given the product [CH3:8][O:9][C:10](=[O:33])[C:11]1[CH:16]=[C:15]([OH:17])[CH:14]=[C:13]([O:21][C:22]2[CH:23]=[N:24][C:25]([S:28]([CH2:31][CH3:32])(=[O:30])=[O:29])=[CH:26][CH:27]=2)[CH:12]=1, predict the reactants needed to synthesize it. The reactants are: FC(F)(F)C(O)=O.[CH3:8][O:9][C:10](=[O:33])[C:11]1[CH:16]=[C:15]([O:17]COC)[CH:14]=[C:13]([O:21][C:22]2[CH:23]=[N:24][C:25]([S:28]([CH2:31][CH3:32])(=[O:30])=[O:29])=[CH:26][CH:27]=2)[CH:12]=1. (2) Given the product [C:6]1([C:12]([OH:14])([CH2:4][CH3:5])[CH3:13])[CH2:11][CH2:10][CH2:9][CH2:8][CH:7]=1, predict the reactants needed to synthesize it. The reactants are: C([Zn][CH2:4][CH3:5])C.[C:6]1([C:12](=[O:14])[CH3:13])[CH2:11][CH2:10][CH2:9][CH2:8][CH:7]=1. (3) The reactants are: Br[C:2]1[N:7]=[C:6]([NH:8][CH2:9][CH:10]2[CH2:15][CH2:14][O:13][C:12]([CH3:17])([CH3:16])[CH2:11]2)[CH:5]=[CH:4][C:3]=1[Cl:18].[Cl:19][C:20]1[C:21](B(O)O)=[CH:22][C:23]([F:26])=[N:24][CH:25]=1. Given the product [Cl:18][C:3]1[C:2]([C:21]2[C:20]([Cl:19])=[CH:25][N:24]=[C:23]([F:26])[CH:22]=2)=[N:7][C:6]([NH:8][CH2:9][CH:10]2[CH2:15][CH2:14][O:13][C:12]([CH3:17])([CH3:16])[CH2:11]2)=[CH:5][CH:4]=1, predict the reactants needed to synthesize it. (4) Given the product [F:1][C:2]1[CH:3]=[C:4]([NH:9][C:10]([C:12]2[NH:13][C:14]3[C:19]([CH:20]=2)=[CH:18][C:17]([CH:21]2[CH2:25][CH2:24][N:23]([CH2:41][C:42]([F:45])([F:44])[F:43])[CH2:22]2)=[CH:16][CH:15]=3)=[O:11])[CH:5]=[C:6]([F:8])[CH:7]=1, predict the reactants needed to synthesize it. The reactants are: [F:1][C:2]1[CH:3]=[C:4]([NH:9][C:10]([C:12]2[NH:13][C:14]3[C:19]([CH:20]=2)=[CH:18][C:17]([CH:21]2[CH2:25][CH2:24][NH:23][CH2:22]2)=[CH:16][CH:15]=3)=[O:11])[CH:5]=[C:6]([F:8])[CH:7]=1.C(N(CC)C(C)C)(C)C.FC(F)(F)S(O[CH2:41][C:42]([F:45])([F:44])[F:43])(=O)=O. (5) The reactants are: F[C:2]1[CH:3]=[C:4]([CH:14]=[C:15]([F:20])[C:16]=1[N+:17]([O-])=O)[O:5][CH2:6][C:7]1[CH:12]=[CH:11][C:10]([CH3:13])=[CH:9][N:8]=1.[Br:21][C:22]1[CH:23]=[C:24]([CH2:28][NH2:29])[CH:25]=[CH:26][CH:27]=1.[C:30]1(=[O:40])[C:34]2([CH2:38][CH2:37][CH2:36][CH2:35]2)[CH2:33][C:32](=O)[O:31]1. Given the product [Br:21][C:22]1[CH:23]=[C:24]([CH:25]=[CH:26][CH:27]=1)[CH2:28][N:29]1[C:2]2[CH:3]=[C:4]([O:5][CH2:6][C:7]3[CH:12]=[CH:11][C:10]([CH3:13])=[CH:9][N:8]=3)[CH:14]=[C:15]([F:20])[C:16]=2[N:17]=[C:32]1[CH2:33][C:34]1([C:30]([OH:40])=[O:31])[CH2:38][CH2:37][CH2:36][CH2:35]1, predict the reactants needed to synthesize it.